This data is from Forward reaction prediction with 1.9M reactions from USPTO patents (1976-2016). The task is: Predict the product of the given reaction. (1) Given the reactants Cl[C:2]1[S:3][CH:4]=[C:5]([Cl:7])[N:6]=1.NC1C=C(C2SC([N:21]3[CH2:27][CH2:26][CH2:25][NH:24][C:23](=[O:28])[CH2:22]3)=NC=2)C=C(C)C=1.[O-]P([O-])([O-])=O.[K+].[K+].[K+].CS(C)=O, predict the reaction product. The product is: [Cl:7][C:5]1[N:6]=[C:2]([N:21]2[CH2:27][CH2:26][CH2:25][NH:24][C:23](=[O:28])[CH2:22]2)[S:3][CH:4]=1. (2) Given the reactants [CH3:1][O:2][C:3]1[CH:4]=[C:5]([CH:29]=[CH:30][CH:31]=1)[CH2:6][NH:7][C:8]([C:10]1[CH:15]=[CH:14][C:13]([C:16]2[CH:21]=[C:20]([C:22]3[O:23][C:24]([CH3:27])=[N:25][N:26]=3)[CH:19]=[CH:18][C:17]=2[CH3:28])=[CH:12][CH:11]=1)=[O:9].I[CH3:33], predict the reaction product. The product is: [CH3:1][O:2][C:3]1[CH:4]=[C:5]([CH:29]=[CH:30][CH:31]=1)[CH2:6][N:7]([CH3:33])[C:8]([C:10]1[CH:11]=[CH:12][C:13]([C:16]2[CH:21]=[C:20]([C:22]3[O:23][C:24]([CH3:27])=[N:25][N:26]=3)[CH:19]=[CH:18][C:17]=2[CH3:28])=[CH:14][CH:15]=1)=[O:9]. (3) Given the reactants [Br:1][C:2]1[CH:7]=[CH:6][C:5]([OH:8])=[C:4]([O:9][CH3:10])[CH:3]=1.[CH3:11][C:12]1([CH3:15])[CH2:14][O:13]1.C(=O)([O-])[O-].[K+].[K+].P([O-])([O-])([O-])=O.[Na+].[Na+].[Na+], predict the reaction product. The product is: [Br:1][C:2]1[CH:7]=[CH:6][C:5]([O:8][CH2:11][C:12]([CH3:15])([OH:13])[CH3:14])=[C:4]([O:9][CH3:10])[CH:3]=1. (4) Given the reactants [Br:1][C:2]1[CH:11]=[C:10]2[C:5]([CH:6]=[C:7](Cl)[NH:8][C:9]2=[O:12])=[CH:4][CH:3]=1.[OH:14][CH2:15][CH2:16][N:17]1[CH2:22][CH2:21][NH:20][CH2:19][CH2:18]1, predict the reaction product. The product is: [Br:1][C:2]1[CH:11]=[C:10]2[C:5]([CH:6]=[C:7]([N:20]3[CH2:21][CH2:22][N:17]([CH2:16][CH2:15][OH:14])[CH2:18][CH2:19]3)[NH:8][C:9]2=[O:12])=[CH:4][CH:3]=1.